From a dataset of Forward reaction prediction with 1.9M reactions from USPTO patents (1976-2016). Predict the product of the given reaction. (1) Given the reactants [Br:1][C:2]1[CH:7]=[CH:6][C:5]([C@H:8]([NH2:10])[CH3:9])=[CH:4][CH:3]=1.[CH3:11][S:12](Cl)(=[O:14])=[O:13].N1C=CC=CC=1, predict the reaction product. The product is: [Br:1][C:2]1[CH:7]=[CH:6][C:5]([C@H:8]([NH:10][S:12]([CH3:11])(=[O:14])=[O:13])[CH3:9])=[CH:4][CH:3]=1. (2) Given the reactants Br[C:2]1[CH:11]=[CH:10][C:9]([O:12][CH3:13])=[C:8]2[C:3]=1[CH:4]=[CH:5][C:6]([CH2:14][CH3:15])=[N:7]2.C([Li])CCC.[C:21](O[C:21](=[O:24])[CH2:22][CH3:23])(=[O:24])[CH2:22][CH3:23].[Cl-].[NH4+], predict the reaction product. The product is: [CH2:14]([C:6]1[CH:5]=[CH:4][C:3]2[C:8](=[C:9]([O:12][CH3:13])[CH:10]=[CH:11][C:2]=2[C:21](=[O:24])[CH2:22][CH3:23])[N:7]=1)[CH3:15]. (3) Given the reactants [F:1][C:2]1[CH:7]=[CH:6][C:5]([C:8]([C:10]([C:12]2[CH:17]=[CH:16][C:15]([F:18])=[CH:14][CH:13]=2)=O)=O)=[CH:4][CH:3]=1.[CH2:19]([NH2:22])[CH2:20][NH2:21], predict the reaction product. The product is: [F:1][C:2]1[CH:7]=[CH:6][C:5]([C:8]2[C:10]([C:12]3[CH:17]=[CH:16][C:15]([F:18])=[CH:14][CH:13]=3)=[N:22][CH2:19][CH2:20][N:21]=2)=[CH:4][CH:3]=1. (4) Given the reactants [F:1][C:2]1[CH:7]=[C:6]([Cl:8])[C:5]([N:9]=[N+]=[N-])=[CH:4][C:3]=1[C:12]1[C:17]([Cl:18])=[C:16]([CH3:19])[C:15]([C:20]([F:23])([F:22])[F:21])=[CH:14][N:13]=1.[C:24](O)(=[O:27])[CH2:25][CH3:26].[OH-].[Na+], predict the reaction product. The product is: [Cl:8][C:6]1[C:5]2[N:9]=[C:24]([CH2:25][CH3:26])[O:27][C:4]=2[C:3]([C:12]2[C:17]([Cl:18])=[C:16]([CH3:19])[C:15]([C:20]([F:23])([F:22])[F:21])=[CH:14][N:13]=2)=[C:2]([F:1])[CH:7]=1.